Predict hERG channel inhibition at various concentrations. From a dataset of hERG Central: cardiac toxicity at 1µM, 10µM, and general inhibition. (1) The molecule is O=C(NCCCN1CCCC1)c1cc(Sc2ccc(F)cc2)nc2ccccc12. Results: hERG_inhib (hERG inhibition (general)): blocker. (2) The compound is CCOC(=O)C1(CCc2ccccc2)CCN(Cc2ccc(O)cc2)CC1. Results: hERG_inhib (hERG inhibition (general)): blocker. (3) The drug is CN(C)CCNC(C(=O)Nc1cccc(S(=O)(=O)N2CCOCC2)c1)c1ccccc1. Results: hERG_inhib (hERG inhibition (general)): blocker. (4) The molecule is O=C(NCCNC(=O)c1ccc(-c2ccc(Cl)c(Cl)c2)o1)c1cnccn1. Results: hERG_inhib (hERG inhibition (general)): blocker.